The task is: Predict the product of the given reaction.. This data is from Forward reaction prediction with 1.9M reactions from USPTO patents (1976-2016). (1) Given the reactants [CH:1]1([C:4]2[C:5]([O:13][C@@H:14]([CH3:19])[C:15]([F:18])([F:17])[F:16])=[CH:6][C:7]([C:10]([OH:12])=O)=[N:8][CH:9]=2)[CH2:3][CH2:2]1.[NH2:20][CH:21]([C:24]([CH3:27])([CH3:26])[CH3:25])[C:22]#[N:23], predict the reaction product. The product is: [C:22]([CH:21]([NH:20][C:10]([C:7]1[CH:6]=[C:5]([O:13][C@@H:14]([CH3:19])[C:15]([F:18])([F:17])[F:16])[C:4]([CH:1]2[CH2:2][CH2:3]2)=[CH:9][N:8]=1)=[O:12])[C:24]([CH3:27])([CH3:26])[CH3:25])#[N:23]. (2) Given the reactants [CH2:1]([N:8]([CH2:12][Si](C)(C)C)[CH2:9]OC)[C:2]1[CH:7]=[CH:6][CH:5]=[CH:4][CH:3]=1.[F:17][CH:18]([F:24])/[CH:19]=[CH:20]/[N+:21]([O-:23])=[O:22], predict the reaction product. The product is: [CH2:1]([N:8]1[CH2:12][C@@H:20]([N+:21]([O-:23])=[O:22])[C@H:19]([CH:18]([F:24])[F:17])[CH2:9]1)[C:2]1[CH:7]=[CH:6][CH:5]=[CH:4][CH:3]=1. (3) Given the reactants [Cl:1][C:2]1[CH:3]=[CH:4][C:5]([CH2:11][O:12][C:13]2[CH:18]=[CH:17][C:16]([F:19])=[C:15]([F:20])[CH:14]=2)=[C:6]([CH:10]=1)[C:7]([OH:9])=O.Cl.[NH2:22][C@H:23]([C:25]1[CH:34]=[CH:33][C:28]([C:29]([O:31][CH3:32])=[O:30])=[CH:27][CH:26]=1)[CH3:24], predict the reaction product. The product is: [Cl:1][C:2]1[CH:3]=[CH:4][C:5]([CH2:11][O:12][C:13]2[CH:18]=[CH:17][C:16]([F:19])=[C:15]([F:20])[CH:14]=2)=[C:6]([CH:10]=1)[C:7]([NH:22][C@H:23]([C:25]1[CH:34]=[CH:33][C:28]([C:29]([O:31][CH3:32])=[O:30])=[CH:27][CH:26]=1)[CH3:24])=[O:9]. (4) Given the reactants [CH3:1][C:2]1[CH:7]=[CH:6][C:5]([S:8]([OH:11])(=[O:10])=[O:9])=[CH:4][CH:3]=1.[CH3:12][C:13]1[N:18]([C:19]2[CH:24]=[CH:23][CH:22]=[C:21]([C:25]([F:28])([F:27])[F:26])[CH:20]=2)[C:17](=[O:29])[C:16]([C:30]([NH:32][CH2:33][C:34]2[CH:39]=[CH:38][C:37]([S:40]([CH3:43])(=[O:42])=[O:41])=[CH:36][N:35]=2)=[O:31])=[CH:15][C:14]=1[C:44]1[N:48]([CH3:49])[N:47]=[CH:46][CH:45]=1.[S:50]([C:54]1C=CC(C)=CC=1)([O-:53])(=[O:52])=[O:51].CS(O)(=O)=O, predict the reaction product. The product is: [CH3:1][C:2]1[CH:3]=[CH:4][C:5]([S:8]([OH:11])(=[O:10])=[O:9])=[CH:6][CH:7]=1.[CH3:12][C:13]1[N:18]([C:19]2[CH:24]=[CH:23][CH:22]=[C:21]([C:25]([F:27])([F:26])[F:28])[CH:20]=2)[C:17](=[O:29])[C:16]([C:30]([NH:32][CH2:33][C:34]2[CH:39]=[CH:38][C:37]([S:40]([CH3:43])(=[O:42])=[O:41])=[CH:36][N:35]=2)=[O:31])=[CH:15][C:14]=1[C:44]1[N:48]([CH3:49])[N:47]=[CH:46][CH:45]=1.[S:50]([O-:53])(=[O:52])(=[O:51])[CH3:54].